From a dataset of Full USPTO retrosynthesis dataset with 1.9M reactions from patents (1976-2016). Predict the reactants needed to synthesize the given product. Given the product [Cl:18][C:19]1[CH:24]=[CH:23][CH:22]=[CH:21][C:20]=1[N:1]1[CH:5]=[C:4]([C:6]2[C:7]([C:12]3[CH:13]=[CH:14][CH:15]=[CH:16][CH:17]=3)=[N:8][O:9][C:10]=2[CH3:11])[N:3]=[CH:2]1, predict the reactants needed to synthesize it. The reactants are: [NH:1]1[CH:5]=[C:4]([C:6]2[C:7]([C:12]3[CH:17]=[CH:16][CH:15]=[CH:14][CH:13]=3)=[N:8][O:9][C:10]=2[CH3:11])[N:3]=[CH:2]1.[Cl:18][C:19]1[CH:24]=[CH:23][CH:22]=[CH:21][C:20]=1B(O)O.